From a dataset of Full USPTO retrosynthesis dataset with 1.9M reactions from patents (1976-2016). Predict the reactants needed to synthesize the given product. (1) The reactants are: [CH2:1]([C@@H:8]1[CH2:12][O:11][C:10](=[O:13])[N:9]1[C:14](=[O:19])[CH2:15][CH:16]([CH3:18])[CH3:17])[C:2]1[CH:7]=[CH:6][CH:5]=[CH:4][CH:3]=1.[Li+].C[Si]([N-][Si](C)(C)C)(C)C.[CH3:30][O:31][C:32]1[CH:39]=[CH:38][C:35]([CH2:36]Br)=[CH:34][C:33]=1[O:40][CH2:41][CH2:42][CH2:43][O:44][CH3:45]. Given the product [CH3:45][O:44][CH2:43][CH2:42][CH2:41][O:40][C:33]1[CH:34]=[C:35]([CH:38]=[CH:39][C:32]=1[O:31][CH3:30])[CH2:36][C@H:15]([CH:16]([CH3:17])[CH3:18])[C:14]([N:9]1[C@H:8]([CH2:1][C:2]2[CH:3]=[CH:4][CH:5]=[CH:6][CH:7]=2)[CH2:12][O:11][C:10]1=[O:13])=[O:19], predict the reactants needed to synthesize it. (2) Given the product [Cl:1][C:2]1[N:7]=[N:6][C:5]([C:8]([NH2:24])=[O:9])=[C:4]([NH:13][C:14]2[CH:19]=[CH:18][C:17]([F:20])=[C:16]([CH:21]([CH3:23])[CH3:22])[N:15]=2)[CH:3]=1, predict the reactants needed to synthesize it. The reactants are: [Cl:1][C:2]1[N:7]=[N:6][C:5]([C:8](OCC)=[O:9])=[C:4]([NH:13][C:14]2[CH:19]=[CH:18][C:17]([F:20])=[C:16]([CH:21]([CH3:23])[CH3:22])[N:15]=2)[CH:3]=1.[NH3:24].CO. (3) Given the product [C:20]1([CH3:14])[CH:25]=[CH:24][C:23]([NH:26][C:27]([N:11]2[CH2:12][CH2:13][CH:8]([CH2:1][C:2]3[CH:7]=[CH:6][CH:5]=[CH:4][CH:3]=3)[CH2:9][CH2:10]2)=[O:28])=[CH:22][CH:21]=1, predict the reactants needed to synthesize it. The reactants are: [CH2:1]([CH:8]1[CH2:13][CH2:12][NH:11][CH2:10][CH2:9]1)[C:2]1[CH:7]=[CH:6][CH:5]=[CH:4][CH:3]=1.[C:14]1([C:20]2[CH:25]=[CH:24][C:23]([N:26]=[C:27]=[O:28])=[CH:22][CH:21]=2)C=CC=CC=1. (4) Given the product [Cl:8][C:6]1[CH:5]=[CH:4][N:3]=[C:2]([NH:9][CH2:10][CH2:11][C:12]2[CH:17]=[CH:16][C:15]([OH:18])=[CH:14][CH:13]=2)[N:7]=1, predict the reactants needed to synthesize it. The reactants are: Cl[C:2]1[N:7]=[C:6]([Cl:8])[CH:5]=[CH:4][N:3]=1.[NH2:9][CH2:10][CH2:11][C:12]1[CH:17]=[CH:16][C:15]([OH:18])=[CH:14][CH:13]=1. (5) Given the product [Cl:1][C:2]1[C:10]2[S:9][C:8]([CH:11]([C:34]3[CH:39]=[CH:38][CH:37]=[CH:36][CH:35]=3)[NH:12][S:13]([C:16]3[CH:26]=[CH:25][C:19]4[O:20][CH2:21][CH2:22][CH2:23][O:24][C:18]=4[CH:17]=3)(=[O:15])=[O:14])=[CH:7][C:6]=2[CH:5]=[CH:4][CH:3]=1, predict the reactants needed to synthesize it. The reactants are: [Cl:1][C:2]1[C:10]2[S:9][C:8]([CH:11]=[N:12][S:13]([C:16]3[CH:26]=[CH:25][C:19]4[O:20][CH2:21][CH2:22][CH2:23][O:24][C:18]=4[CH:17]=3)(=[O:15])=[O:14])=[CH:7][C:6]=2[CH:5]=[CH:4][CH:3]=1.O1CCCC1.Br[Mg][C:34]1[CH:39]=[CH:38][CH:37]=[CH:36][CH:35]=1.C(=O)(O)[O-].[Na+]. (6) Given the product [Br:1][C:2]1[CH:7]=[CH:6][C:5]([O:8][CH3:9])=[C:4]([O:10][CH:22]([F:24])[F:23])[C:3]=1[O:11][CH2:12][O:13][CH3:14], predict the reactants needed to synthesize it. The reactants are: [Br:1][C:2]1[C:3]([O:11][CH2:12][O:13][CH3:14])=[C:4]([OH:10])[C:5]([O:8][CH3:9])=[CH:6][CH:7]=1.C(=O)([O-])[O-].[K+].[K+].Cl[CH:22]([F:24])[F:23]. (7) Given the product [ClH:25].[CH3:28][NH:29][CH2:23][C:10]1[CH:9]=[C:8]([C:4]2[CH:5]=[CH:6][CH:7]=[C:2]([F:1])[CH:3]=2)[N:12]([S:13]([C:16]2[CH:21]=[CH:20][C:19]([CH3:22])=[CH:18][CH:17]=2)(=[O:15])=[O:14])[CH:11]=1, predict the reactants needed to synthesize it. The reactants are: [F:1][C:2]1[CH:3]=[C:4]([C:8]2[N:12]([S:13]([C:16]3[CH:21]=[CH:20][C:19]([CH3:22])=[CH:18][CH:17]=3)(=[O:15])=[O:14])[CH:11]=[C:10]([CH:23]=O)[CH:9]=2)[CH:5]=[CH:6][CH:7]=1.[Cl-:25].C[NH3+].[C:28]([BH3-])#[N:29].[Na+].